Dataset: Catalyst prediction with 721,799 reactions and 888 catalyst types from USPTO. Task: Predict which catalyst facilitates the given reaction. (1) Reactant: [CH3:1][C:2]([O:13][Si:14]([CH2:19][CH3:20])([CH2:17][CH3:18])[CH2:15][CH3:16])([CH3:12])[CH2:3][N:4]1[CH:8]=[CH:7][C:6]([N+:9]([O-])=O)=[N:5]1.[H][H]. Product: [CH3:1][C:2]([O:13][Si:14]([CH2:17][CH3:18])([CH2:15][CH3:16])[CH2:19][CH3:20])([CH3:12])[CH2:3][N:4]1[CH:8]=[CH:7][C:6]([NH2:9])=[N:5]1. The catalyst class is: 63. (2) Reactant: [H-].[Na+].[F:3][C:4]1[C:12]2[NH:11][C:10](=[O:13])[N:9]([C:14]3[CH:19]=[CH:18][CH:17]=[CH:16][CH:15]=3)[C:8]=2[CH:7]=[CH:6][CH:5]=1.[F:20][C:21]1[CH:22]=[C:23]([C@H:27]2[O:29][C@@H:28]2[CH2:30][OH:31])[CH:24]=[CH:25][CH:26]=1. Product: [F:3][C:4]1[C:12]2[N:11]([C@@H:27]([C:23]3[CH:24]=[CH:25][CH:26]=[C:21]([F:20])[CH:22]=3)[C@H:28]([OH:29])[CH2:30][OH:31])[C:10](=[O:13])[N:9]([C:14]3[CH:15]=[CH:16][CH:17]=[CH:18][CH:19]=3)[C:8]=2[CH:7]=[CH:6][CH:5]=1. The catalyst class is: 9. (3) Reactant: C([NH:4][C:5]1[CH:10]=[CH:9][N:8]([C@H:11]2[O:15][C@@H:14]([C:16]([O:18][C@@H:19]3[CH2:24][C@H:23]([CH3:25])[CH2:22][CH2:21][C@H:20]3[CH:26]([CH3:28])[CH3:27])=[O:17])[S:13][CH2:12]2)[C:7](=[O:29])[N:6]=1)(=O)C.CS(O)(=O)=O.ClCCl.C(=O)(O)[O-].[Na+]. Product: [NH2:4][C:5]1[CH:10]=[CH:9][N:8]([C@H:11]2[O:15][C@@H:14]([C:16]([O:18][C@@H:19]3[CH2:24][C@H:23]([CH3:25])[CH2:22][CH2:21][C@H:20]3[CH:26]([CH3:28])[CH3:27])=[O:17])[S:13][CH2:12]2)[C:7](=[O:29])[N:6]=1. The catalyst class is: 5. (4) Product: [CH2:30]([O:1][C:2]1[C:7]2[C:8]([O:11][CH2:12][CH:13]3[CH2:18][CH2:17][N:16]([CH2:19][C:20]4([C:25]([O:27][CH3:28])=[O:26])[CH2:24][CH2:23][CH2:22][CH2:21]4)[CH2:15][CH2:14]3)=[N:9][O:10][C:6]=2[CH:5]=[CH:4][CH:3]=1)[CH:31]([CH3:36])[CH3:32]. The catalyst class is: 619. Reactant: [OH:1][C:2]1[C:7]2[C:8]([O:11][CH2:12][CH:13]3[CH2:18][CH2:17][N:16]([CH2:19][C:20]4([C:25]([O:27][CH3:28])=[O:26])[CH2:24][CH2:23][CH2:22][CH2:21]4)[CH2:15][CH2:14]3)=[N:9][O:10][C:6]=2[CH:5]=[CH:4][CH:3]=1.O[CH2:30][CH:31]1[CH2:36]CN([CH2:30][C:31]2(C(OC)=O)[CH2:36]CC[CH2:32]2)C[CH2:32]1. (5) Reactant: C(O[C:6]([C:8]1[N:9]=[CH:10][C:11]2[C:16]([C:17]=1[OH:18])=[CH:15][C:14]([O:19][C:20]1[CH:25]=[CH:24][CH:23]=[CH:22][CH:21]=1)=[CH:13][CH:12]=2)=[O:7])CCC.[NH2:26][CH2:27][CH2:28][C:29]([OH:31])=[O:30]. Product: [OH:18][C:17]1[C:16]2[C:11](=[CH:12][CH:13]=[C:14]([O:19][C:20]3[CH:25]=[CH:24][CH:23]=[CH:22][CH:21]=3)[CH:15]=2)[CH:10]=[N:9][C:8]=1[C:6]([NH:26][CH2:27][CH2:28][C:29]([OH:31])=[O:30])=[O:7]. The catalyst class is: 779.